This data is from Forward reaction prediction with 1.9M reactions from USPTO patents (1976-2016). The task is: Predict the product of the given reaction. Given the reactants [C:1]([O:5][C:6](=[O:18])[NH:7][C:8]1[CH:13]=[CH:12][C:11](I)=[CH:10][C:9]=1[N+:15]([O-:17])=[O:16])([CH3:4])([CH3:3])[CH3:2].[C:19]1(B(O)O)[CH:24]=[CH:23][CH:22]=[CH:21][CH:20]=1, predict the reaction product. The product is: [C:1]([O:5][C:6](=[O:18])[NH:7][C:8]1[CH:13]=[CH:12][C:11]([C:19]2[CH:24]=[CH:23][CH:22]=[CH:21][CH:20]=2)=[CH:10][C:9]=1[N+:15]([O-:17])=[O:16])([CH3:4])([CH3:3])[CH3:2].